Task: Predict which catalyst facilitates the given reaction.. Dataset: Catalyst prediction with 721,799 reactions and 888 catalyst types from USPTO (1) Reactant: [C:1]([C:3]1[CH:4]=[N:5][C:6]2[C:11]([C:12]=1O)=[C:10]([O:14][CH:15]1[CH2:20][CH2:19][N:18]([CH3:21])[CH2:17][CH2:16]1)[CH:9]=[C:8]([O:22][CH3:23])[CH:7]=2)#[N:2].P(Cl)(Cl)([Cl:26])=O. Product: [Cl:26][C:12]1[C:11]2[C:6](=[CH:7][C:8]([O:22][CH3:23])=[CH:9][C:10]=2[O:14][CH:15]2[CH2:20][CH2:19][N:18]([CH3:21])[CH2:17][CH2:16]2)[N:5]=[CH:4][C:3]=1[C:1]#[N:2]. The catalyst class is: 10. (2) Reactant: [CH3:1][C:2]([NH:4][C:5]1[CH:10]=[CH:9][C:8]([Br:11])=[C:7]([Cl:12])[CH:6]=1)=[O:3].[H-].[Na+].[CH3:15]I. Product: [Br:11][C:8]1[CH:9]=[CH:10][C:5]([N:4]([CH3:15])[C:2](=[O:3])[CH3:1])=[CH:6][C:7]=1[Cl:12]. The catalyst class is: 1. (3) Reactant: [N:1]([CH2:4][C@@H:5]1[O:14][C:9]2=[N:10][CH:11]=[CH:12][CH:13]=[C:8]2[O:7][CH2:6]1)=[N+]=[N-]. Product: [O:7]1[C:8]2[C:9](=[N:10][CH:11]=[CH:12][CH:13]=2)[O:14][C@@H:5]([CH2:4][NH2:1])[CH2:6]1. The catalyst class is: 19. (4) Reactant: [CH3:1][O:2][C:3](=[O:13])[C:4]1[CH:9]=[C:8]([F:10])[CH:7]=[C:6]([C:11]#[N:12])[CH:5]=1.[C:14]([O:18][C:19](O[C:19]([O:18][C:14]([CH3:17])([CH3:16])[CH3:15])=[O:20])=[O:20])([CH3:17])([CH3:16])[CH3:15].[H][H]. Product: [CH3:1][O:2][C:3](=[O:13])[C:4]1[CH:9]=[C:8]([F:10])[CH:7]=[C:6]([CH2:11][NH:12][C:19]([O:18][C:14]([CH3:17])([CH3:16])[CH3:15])=[O:20])[CH:5]=1. The catalyst class is: 78. (5) Reactant: ClC1N=CC(C[C:9]2[CH:10]=[C:11]3[C:16](=[C:17]4[CH:22]=[CH:21][CH:20]=[CH:19][C:18]=24)[N:15]=[CH:14][N:13]([C@H]2CCCC[C@@H]2O)[C:12]3=[O:30])=CC=1.ClC1N=CC(CC2C=C3C(=C4C=CC=CC=24)N=CN([C@H]2CCCC[C@@H]2NC(=O)OC(C)(C)C)C3=O)=CC=1.Cl. Product: [N:15]1[C:16]2[C:11](=[CH:10][CH:9]=[C:18]3[CH:19]=[CH:20][CH:21]=[CH:22][C:17]3=2)[C:12](=[O:30])[NH:13][CH:14]=1. The catalyst class is: 5. (6) Reactant: [CH3:1][C:2]1[CH:7]=[CH:6][C:5]([S:8]([O:11][CH2:12][CH:13]2[CH2:17][C:16]3[C:18](Br)=[CH:19][CH:20]=[CH:21][C:15]=3[O:14]2)(=[O:10])=[O:9])=[CH:4][CH:3]=1.[CH3:23][C:24]1[CH:29]=[CH:28][CH:27]=[CH:26][C:25]=1B(O)O.C(=O)([O-])[O-].[K+].[K+]. Product: [CH3:1][C:2]1[CH:7]=[CH:6][C:5]([S:8]([O:11][CH2:12][CH:13]2[CH2:17][C:16]3[C:18]([C:25]4[CH:26]=[CH:27][CH:28]=[CH:29][C:24]=4[CH3:23])=[CH:19][CH:20]=[CH:21][C:15]=3[O:14]2)(=[O:10])=[O:9])=[CH:4][CH:3]=1. The catalyst class is: 608. (7) Reactant: C(OC(=O)[NH:7][C:8]1[CH:13]=[CH:12][C:11]([C:14]2[CH:18]=[CH:17][S:16][CH:15]=2)=[CH:10][C:9]=1[NH:19][C:20](=[O:32])[CH2:21][C:22]([C:24]1[CH:29]=[CH:28][CH:27]=[C:26]([C:30]#[N:31])[CH:25]=1)=O)(C)(C)C.C(O)(C(F)(F)F)=O. Product: [O:32]=[C:20]1[CH2:21][C:22]([C:24]2[CH:25]=[C:26]([CH:27]=[CH:28][CH:29]=2)[C:30]#[N:31])=[N:7][C:8]2[CH:13]=[CH:12][C:11]([C:14]3[CH:18]=[CH:17][S:16][CH:15]=3)=[CH:10][C:9]=2[NH:19]1. The catalyst class is: 2. (8) Product: [Br:1][C:2]1[CH:7]=[CH:6][C:5]([S:8]([NH:15][CH:12]([CH3:14])[CH3:13])(=[O:10])=[O:9])=[CH:4][CH:3]=1. Reactant: [Br:1][C:2]1[CH:7]=[CH:6][C:5]([S:8](Cl)(=[O:10])=[O:9])=[CH:4][CH:3]=1.[CH:12]([NH2:15])([CH3:14])[CH3:13]. The catalyst class is: 4. (9) Reactant: [Cl:1][C:2]1[N:10]=[CH:9][N:8]=[C:7]2[C:3]=1[N:4]=[C:5](I)[N:6]2[CH:11]1[CH2:16][CH2:15][CH2:14][CH2:13][O:12]1.[CH3:18][C:19]([OH:23])([C:21]#[CH:22])[CH3:20].C(N(CC)CC)C.[Cl-].[NH4+]. Product: [Cl:1][C:2]1[N:10]=[CH:9][N:8]=[C:7]2[C:3]=1[N:4]=[C:5]([C:22]#[C:21][C:19]([CH3:20])([OH:23])[CH3:18])[N:6]2[CH:11]1[CH2:16][CH2:15][CH2:14][CH2:13][O:12]1. The catalyst class is: 233. (10) Reactant: [Br:1][C:2]1[CH:3]=[C:4](/[C:8](=[CH:11]/[C:12]2[CH:17]=[CH:16][CH:15]=[CH:14][CH:13]=2)/[C:9]#[N:10])[CH:5]=[CH:6][CH:7]=1.[N+]([CH2:20][C:21]([O:23][CH3:24])=[O:22])#[C-].CC(C)([O-])C.[K+].[Cl-].[NH4+]. Product: [Br:1][C:2]1[CH:3]=[C:4]([C:8]2[C:11]([C:12]3[CH:17]=[CH:16][CH:15]=[CH:14][CH:13]=3)=[C:20]([C:21]([O:23][CH3:24])=[O:22])[NH:10][CH:9]=2)[CH:5]=[CH:6][CH:7]=1. The catalyst class is: 1.